From a dataset of Forward reaction prediction with 1.9M reactions from USPTO patents (1976-2016). Predict the product of the given reaction. (1) Given the reactants CS(C)=O.Cl[C:6]1[N:7]([CH2:29][CH:30]2[CH2:32][CH2:31]2)[C:8]2[C:13]([N:14]=1)=[C:12]([N:15]1[CH2:20][CH2:19][O:18][CH2:17][CH2:16]1)[N:11]=[C:10]([C:21]1[CH:22]=[N:23][C:24]([NH:27][CH3:28])=[N:25][CH:26]=1)[N:9]=2.[CH3:33][C@H:34]1[CH2:39][NH:38][CH2:37][C@@H:36]([CH3:40])[NH:35]1, predict the reaction product. The product is: [CH:30]1([CH2:29][N:7]2[C:6]([N:38]3[CH2:37][C@H:36]([CH3:40])[NH:35][C@H:34]([CH3:33])[CH2:39]3)=[N:14][C:13]3[C:8]2=[N:9][C:10]([C:21]2[CH:22]=[N:23][C:24]([NH:27][CH3:28])=[N:25][CH:26]=2)=[N:11][C:12]=3[N:15]2[CH2:20][CH2:19][O:18][CH2:17][CH2:16]2)[CH2:32][CH2:31]1. (2) Given the reactants ClC(OC(Cl)C)=O.C([N:15]1[CH2:24][CH2:23][C:22]2[C:21]([NH:25][C:26]3[CH:31]=[CH:30][C:29]([C:32]([F:35])([F:34])[F:33])=[CH:28][CH:27]=3)=[N:20][C:19]([S:36][CH3:37])=[N:18][C:17]=2[CH2:16]1)C1C=CC=CC=1.C(N(C(C)C)CC)(C)C, predict the reaction product. The product is: [F:34][C:32]([F:33])([F:35])[C:29]1[CH:30]=[CH:31][C:26]([NH:25][C:21]2[C:22]3[CH2:23][CH2:24][NH:15][CH2:16][C:17]=3[N:18]=[C:19]([S:36][CH3:37])[N:20]=2)=[CH:27][CH:28]=1.